From a dataset of B-cell epitopes from IEDB database with 3,159 antigens for binding position prediction. Token-level Classification. Given an antigen amino acid sequence, predict which amino acid positions are active epitope sites capable of antibody binding. Output is a list of indices for active positions. (1) Given the antigen sequence: MDSEFFQPVYPRHYGECLSPVTPPSFFSTHMYTILIAIVVLVIIIIVLIYLFSSRKKKAAAAIEEEDIQFINPYQDQQWAEVTPQPGTSKPAGATTASAGKPVTGRPATNRPATNKPVTDNPVTDRLVMATGGPAAAPAAASAHPTEPYTTVTTQNTASQTMSAIENLRQRNTYTHKDLENSL, which amino acid positions are active epitope sites? The epitope positions are: [53, 54, 55, 56, 57, 58, 59, 60, 61, 62, 63, 64, 65, 66, 67]. The amino acids at these positions are: SRKKKAAAAIEEEDI. (2) Given the antigen sequence: MINRLIALSLATMIFAACSSTDTGQKDATTVGDGGWTFEGWGGPPEQRNDGKTPRDTNPKDWYYIKFSSRASGKAVAKKSQAMMQSTCREASRLQGASDVVKKMVGETVESASGVSDGEATASVIVSQSQGVVKGVGVYECKATGSGSDPKDVSKDNWEECQCVIYAKFPGGKDALVAKAQEVSKQ, which amino acid positions are active epitope sites? The epitope positions are: [173, 174, 175, 176, 177, 178, 179, 180, 181, 182, 183]. The amino acids at these positions are: DALVAKAQEVS. (3) Given the antigen sequence: MGDGWLPPDCGPHNRSGGGGATAAPTGSRQVSAELLSQQWEAGMSLLMALVVLLIVAGNVLVIAAIGRTQRLQTLTNLFITSLACADLVMGLLVVPFGATLVVRGTWLWGSFLCECWTSLDVLCVTASIETLCVIAIDRYLAITSPFRYQSLMTRARAKVIICTVWAISALVSFLPIMMHWWRDEDPQALKCYQDPGCCDFVTNRAYAIASSIISFYIPLLIMIFVYLRVYREAKEQIRKIDRCEGRFYGSQEQPQPPPLPQHQPILGNGRASKRKTSRVMAMREHKALKTLGIIMGVFTLCWLPFFLVNIVNVFNRDLVPDWLFVFFNWLGYANSAFNPIIYCRSPDFRKAFKRLLCFPRKADRRLHAGGQPAPLPGGFISTLGSPEHSPGGTWSDCNGGTRGGSESSLEERHSKTSRSESKMEREKNILATTRFYCTFLGNGDKAVFCTVLRIVKLFEDATCTCPHTHKLKMKWRFKQHQA, which amino acid positions are active epitope sites? The epitope positions are: [415, 416, 417, 418, 419, 420, 421, 422, 423]. The amino acids at these positions are: KTSRSESKM. (4) Given the antigen sequence: MATLEKLMKAFESLKSFQQQQQQQQQQQQQQQQQQQQQQQPPPPPPPPPPPQLPQPPPQAQPLLPQPQPPPPPPPPPPGPAVAEEPLHRPKKELSATKKDRVNHCLTICENIVAQSVRNSPEFQKLLGIAMELFLLCSDDAESDVRMVADECLNKVIKALMDSNLPRLQLELYKEIKKNGAPRSLRAALWRFAELAHLVRPQKCRPYLVNLLPCLTRTSKRPEESVQETLAAAVPKIMASFGNFANDNEIKVLLKAFIANLKSSSPTIRRTAAGSAVSICQHSRRTQYFYSWLLNVLLGLLVPVEDEHSTLLILGVLLTLRYLVPLLQQQVKDTSLKGSFGVTRKEMEVSPSAEQLVQVYELTLHHTQHQDHNVVTGALELLQQLFRTPPPELLQTLTAVGGIGQLTAAKEESGGRSRSGSIVELIAGGGSSCSPVLSRKQKGKVLLGEEEALEDDSESRSDVSSSALTASVKDEISGELAASSGVSTPGSAGHDIITEQ..., which amino acid positions are active epitope sites? The epitope positions are: [442, 443, 444, 445, 446, 447, 448, 449, 450, 451, 452, 453, 454, 455, 456]. The amino acids at these positions are: GKVLLGEEEALEDDS.